The task is: Predict which catalyst facilitates the given reaction.. This data is from Catalyst prediction with 721,799 reactions and 888 catalyst types from USPTO. (1) Reactant: [Cl:1][C:2]1[CH:7]=[CH:6][C:5]([CH:8](O)[C:9]2[CH:14]=[CH:13][C:12]([C:15]3[NH:19][C:18]4[CH:20]=[CH:21][C:22]([C:24]([NH2:26])=[O:25])=[CH:23][C:17]=4[N:16]=3)=[CH:11][CH:10]=2)=[CH:4][CH:3]=1.[BH4-].[Na+].O.[OH-].[Na+]. Product: [Cl:1][C:2]1[CH:3]=[CH:4][C:5]([CH2:8][C:9]2[CH:10]=[CH:11][C:12]([C:15]3[NH:19][C:18]4[CH:20]=[CH:21][C:22]([C:24]([NH2:26])=[O:25])=[CH:23][C:17]=4[N:16]=3)=[CH:13][CH:14]=2)=[CH:6][CH:7]=1. The catalyst class is: 67. (2) Reactant: C([NH:4][C@:5]1([C:22](NC(C)(C)C)=[O:23])[C@@H:9]([CH2:10][CH2:11][CH2:12][B:13]2[O:17]C(C)(C)C(C)(C)[O:14]2)[CH2:8][NH:7][CH2:6]1)(=O)C.C([NH:36][CH:37]1[CH2:42][CH2:41][CH2:40][CH2:39][C:38]1=O)(OC(C)(C)C)=O.S([O-])([O-])(=O)=[O:45].[Na+].[Na+].C(O)(=O)C.C(O[BH-](OC(=O)C)OC(=O)C)(=O)C.[Na+].C(=O)([O-])[O-].[Na+].[Na+]. Product: [NH2:4][C@:5]1([C:22]([OH:23])=[O:45])[C@@H:9]([CH2:10][CH2:11][CH2:12][B:13]([OH:14])[OH:17])[CH2:8][N:7]([CH:38]2[CH2:39][CH2:40][CH2:41][CH2:42][CH:37]2[NH2:36])[CH2:6]1. The catalyst class is: 26.